Predict the reactants needed to synthesize the given product. From a dataset of Full USPTO retrosynthesis dataset with 1.9M reactions from patents (1976-2016). (1) Given the product [OH:24][CH2:23][CH2:22][N:1]1[CH2:2][CH2:3][CH:4]([NH:7][C:8](=[O:14])[O:9][C:10]([CH3:11])([CH3:13])[CH3:12])[CH2:5][CH2:6]1, predict the reactants needed to synthesize it. The reactants are: [NH:1]1[CH2:6][CH2:5][CH:4]([NH:7][C:8](=[O:14])[O:9][C:10]([CH3:13])([CH3:12])[CH3:11])[CH2:3][CH2:2]1.C([O-])([O-])=O.[K+].[K+].Br[CH2:22][CH2:23][OH:24]. (2) Given the product [CH3:1][CH2:2]/[C:3](/[C:8]1[C:13](=[O:14])[CH2:12][CH:11]([CH2:15][CH:16]([S:26][CH2:29][CH3:34])[CH3:23])[CH2:10][C:9]=1[OH:24])=[N:4]\[O:5][CH2:6]/[CH:7]=[CH:52]/[Cl:66], predict the reactants needed to synthesize it. The reactants are: [CH3:1][CH2:2]/[C:3](/[C:8]1[C:13](=[O:14])[CH2:12][CH:11]([C:15]2[C:16]([CH3:23])=CC(C)=CC=2C)[CH2:10][C:9]=1[OH:24])=[N:4]\[O:5][CH2:6][CH3:7].C[S:26]([C:29]1C=CC(C(C2C(=O)CCCC2=O)=O)=C(Cl)[CH:34]=1)(=O)=O.CS(C1C=CC(C(C2C(=O)CCCC2=O)=O)=[C:52]([Cl:66])C=1COCC1OCCC1)(=O)=O.CS(C1C=CC(C(C2C(=O)CCCC2=O)=O)=C(Cl)C=1COCC(F)(F)F)(=O)=O.COCCOCC1C(C(C2C(=O)C3CC(CC3)C2=O)=O)=CC=C(CC(F)(F)F)N=1. (3) Given the product [F:33][CH:2]([F:1])[CH2:3][C:4]([N:19]1[C:27]2[C:22](=[C:23]([NH:28][S:29]([CH3:32])(=[O:31])=[O:30])[CH:24]=[CH:25][CH:26]=2)[CH:21]=[N:20]1)([C:9]1[CH:10]=[CH:11][C:12]([C:15]([F:16])([F:17])[F:18])=[CH:13][CH:14]=1)[CH2:5][OH:6], predict the reactants needed to synthesize it. The reactants are: [F:1][CH:2]([F:33])[CH2:3][C:4]([N:19]1[C:27]2[C:22](=[C:23]([NH:28][S:29]([CH3:32])(=[O:31])=[O:30])[CH:24]=[CH:25][CH:26]=2)[CH:21]=[N:20]1)([C:9]1[CH:14]=[CH:13][C:12]([C:15]([F:18])([F:17])[F:16])=[CH:11][CH:10]=1)[C:5](OC)=[O:6].[BH4-].[Na+]. (4) Given the product [Br:1][C:2]1[CH:3]=[CH:4][C:5]([Cl:16])=[C:6]([CH2:8][C:9]2[CH:14]=[CH:13][C:12]([O:15][CH2:34][C:35]([F:38])([F:37])[F:36])=[CH:11][CH:10]=2)[CH:7]=1, predict the reactants needed to synthesize it. The reactants are: [Br:1][C:2]1[CH:3]=[CH:4][C:5]([Cl:16])=[C:6]([CH2:8][C:9]2[CH:14]=[CH:13][C:12]([OH:15])=[CH:11][CH:10]=2)[CH:7]=1.C(=O)([O-])[O-].[Cs+].[Cs+].CC1C=CC(S(O[CH2:34][C:35]([F:38])([F:37])[F:36])(=O)=O)=CC=1. (5) The reactants are: [C:1]1([C:23]2[CH:28]=[CH:27][CH:26]=[CH:25][CH:24]=2)[CH:6]=[CH:5][C:4]([CH2:7][C@H:8]2[N:12]([CH2:13][C:14]3[CH:19]=[CH:18][C:17](OC)=[CH:16][CH:15]=3)[C:11](=[O:22])[CH2:10][CH2:9]2)=[CH:3][CH:2]=1.[H-].[Na+].[C:31](Cl)(=[O:38])[C:32]1[CH:37]=[CH:36][CH:35]=[CH:34][CH:33]=1.[C:40]1(C)C=CC=CC=1. Given the product [C:31]([C@@H:10]1[CH2:9][CH:8]([CH2:7][C:4]2[CH:5]=[CH:6][C:1]([C:23]3[CH:24]=[CH:25][CH:26]=[CH:27][CH:28]=3)=[CH:2][CH:3]=2)[N:12](/[CH:13]=[CH:14]/[C:15]2[CH:16]=[CH:17][CH:18]=[CH:19][CH:40]=2)[C:11]1=[O:22])(=[O:38])[C:32]1[CH:37]=[CH:36][CH:35]=[CH:34][CH:33]=1, predict the reactants needed to synthesize it. (6) Given the product [CH:1]1([CH2:6][C@@H:7]([C:19]([NH:21][NH:22][C:23]2[C:28]([F:29])=[C:27]([N:30]3[CH2:31][C:32]([CH3:39])([N:34]4[CH2:38][CH2:37][CH2:36][CH2:35]4)[CH2:33]3)[N:26]=[C:25]([CH3:40])[N:24]=2)=[O:20])[CH2:8][N:9]([OH:12])[CH:10]=[O:11])[CH2:2][CH2:3][CH2:4][CH2:5]1, predict the reactants needed to synthesize it. The reactants are: [CH:1]1([CH2:6][C@@H:7]([C:19]([NH:21][NH:22][C:23]2[C:28]([F:29])=[C:27]([N:30]3[CH2:33][C:32]([CH3:39])([N:34]4[CH2:38][CH2:37][CH2:36][CH2:35]4)[CH2:31]3)[N:26]=[C:25]([CH3:40])[N:24]=2)=[O:20])[CH2:8][N:9]([O:12]C2CCCCO2)[CH:10]=[O:11])[CH2:5][CH2:4][CH2:3][CH2:2]1.CC(O)=O. (7) Given the product [Cl-:24].[C:4]([CH2:6][CH2:7][C:8]1[CH:21]=[CH:20][C:19]2[C:10](=[C:11]([CH3:23])[C:12]3[C:17]([N+:18]=2[CH3:22])=[CH:16][CH:15]=[CH:14][CH:13]=3)[CH:9]=1)([OH:5])=[O:3], predict the reactants needed to synthesize it. The reactants are: [I-].C[O:3][C:4]([CH2:6][CH2:7][C:8]1[CH:21]=[CH:20][C:19]2[C:10](=[C:11]([CH3:23])[C:12]3[C:17]([N+:18]=2[CH3:22])=[CH:16][CH:15]=[CH:14][CH:13]=3)[CH:9]=1)=[O:5].[ClH:24]. (8) Given the product [CH3:7][CH:6]1[CH:8]2[CH2:17][CH2:18][CH:19]([CH3:20])[C:5]2=[CH:4][CH:3]([C:10]([CH3:11])=[CH2:13])[CH2:2][CH2:1]1, predict the reactants needed to synthesize it. The reactants are: [CH3:1][CH2:2][CH2:3][CH2:4][CH3:5].[CH:6](O)([CH3:8])[CH3:7].[CH2:10](O)[CH3:11].[CH3:13]S(C)=O.[CH3:17][CH2:18][CH2:19][CH2:20]CC. (9) Given the product [CH3:3][C:4]1([CH3:19])[C:12]2[C:7](=[CH:8][C:9]3[NH:14][CH:20]=[N:13][C:10]=3[CH:11]=2)[C:6]([CH3:16])([CH3:15])[C:5]1([CH3:18])[CH3:17], predict the reactants needed to synthesize it. The reactants are: II.[CH3:3][C:4]1([CH3:19])[C:12]2[C:7](=[CH:8][C:9]([NH2:14])=[C:10]([NH2:13])[CH:11]=2)[C:6]([CH3:16])([CH3:15])[C:5]1([CH3:18])[CH3:17].[CH2:20](OC(OCC)OCC)C. (10) Given the product [OH:17][C@@H:11]1[CH2:10][N:9]([CH2:8][CH2:7][CH:6]([N:18]2[CH2:23][CH2:22][N:21]([C:24]3[CH:29]=[CH:28][CH:27]=[C:26]([C:30]([F:32])([F:33])[F:31])[CH:25]=3)[CH:20]([CH3:34])[C:19]2=[O:35])[CH2:5][OH:4])[CH2:16][CH2:15][C:12]21[CH2:13][CH2:14]2, predict the reactants needed to synthesize it. The reactants are: [BH4-].[Na+].C[O:4][C:5](=O)[CH:6]([N:18]1[CH2:23][CH2:22][N:21]([C:24]2[CH:29]=[CH:28][CH:27]=[C:26]([C:30]([F:33])([F:32])[F:31])[CH:25]=2)[CH:20]([CH3:34])[C:19]1=[O:35])[CH2:7][CH2:8][N:9]1[CH2:16][CH2:15][C:12]2([CH2:14][CH2:13]2)[C@H:11]([OH:17])[CH2:10]1.